Dataset: Full USPTO retrosynthesis dataset with 1.9M reactions from patents (1976-2016). Task: Predict the reactants needed to synthesize the given product. (1) Given the product [Cl:24][C:25]1[CH:32]=[C:31]([Cl:33])[CH:30]=[CH:29][C:26]=1[CH2:27][O:28][C:3]1[N:8]=[C:7]([C:9]2[CH:14]=[CH:13][C:12]([Cl:15])=[CH:11][C:10]=2[Cl:16])[C:6]([C:17]2[CH:22]=[CH:21][C:20]([Cl:23])=[CH:19][CH:18]=2)=[CH:5][N:4]=1, predict the reactants needed to synthesize it. The reactants are: CS[C:3]1[N:8]=[C:7]([C:9]2[CH:14]=[CH:13][C:12]([Cl:15])=[CH:11][C:10]=2[Cl:16])[C:6]([C:17]2[CH:22]=[CH:21][C:20]([Cl:23])=[CH:19][CH:18]=2)=[CH:5][N:4]=1.[Cl:24][C:25]1[CH:32]=[C:31]([Cl:33])[CH:30]=[CH:29][C:26]=1[CH2:27][OH:28]. (2) Given the product [N:1]1([C@@H:6]2[CH2:10][CH2:9][C@H:8]([OH:11])[CH2:7]2)[CH:5]=[CH:4][CH:3]=[N:2]1, predict the reactants needed to synthesize it. The reactants are: [N:1]1([CH:6]2[CH2:10][CH2:9][C:8](=[O:11])[CH2:7]2)[CH:5]=[CH:4][CH:3]=[N:2]1.[BH4-].[Na+].Cl.C([O-])(O)=O.[Na+]. (3) The reactants are: [NH2:1][C@@H:2]([CH2:22][C:23]1[CH:28]=[CH:27][C:26]([OH:29])=[CH:25][CH:24]=1)[C@@H:3]([OH:21])[CH2:4][C@@H:5]([NH:13][C:14](=[O:20])[O:15][C:16]([CH3:19])([CH3:18])[CH3:17])[CH2:6][C:7]1[CH:12]=[CH:11][CH:10]=[CH:9][CH:8]=1.[CH2:30]([O:37][C:38](ON1C(=O)CCC1=O)=[O:39])[C:31]1[CH:36]=[CH:35][CH:34]=[CH:33][CH:32]=1.C(N(CC)C(C)C)(C)C.CO. Given the product [C:16]([O:15][C:14]([NH:13][C@@H:5]([CH2:6][C:7]1[CH:12]=[CH:11][CH:10]=[CH:9][CH:8]=1)[CH2:4][C@H:3]([OH:21])[C@@H:2]([NH:1][C:38](=[O:39])[O:37][CH2:30][C:31]1[CH:36]=[CH:35][CH:34]=[CH:33][CH:32]=1)[CH2:22][C:23]1[CH:24]=[CH:25][C:26]([OH:29])=[CH:27][CH:28]=1)=[O:20])([CH3:19])([CH3:18])[CH3:17], predict the reactants needed to synthesize it. (4) Given the product [Cl:15][C:11]1[C:12]([CH3:14])=[CH:13][C:8]2[N:7]=[C:19]([C:21]3[CH:26]=[CH:25][CH:24]=[C:23]([C:27]4[CH:28]=[N:29][C:30]([CH:33]([CH3:35])[CH3:34])=[CH:31][CH:32]=4)[CH:22]=3)[CH2:18][C:17](=[O:36])[NH:16][C:9]=2[CH:10]=1, predict the reactants needed to synthesize it. The reactants are: C(OC(=O)[NH:7][C:8]1[CH:13]=[C:12]([CH3:14])[C:11]([Cl:15])=[CH:10][C:9]=1[NH:16][C:17](=[O:36])[CH2:18][C:19]([C:21]1[CH:26]=[CH:25][CH:24]=[C:23]([C:27]2[CH:28]=[N:29][C:30]([CH:33]([CH3:35])[CH3:34])=[CH:31][CH:32]=2)[CH:22]=1)=O)(C)(C)C.C(O)(C(F)(F)F)=O.